Predict the reactants needed to synthesize the given product. From a dataset of Full USPTO retrosynthesis dataset with 1.9M reactions from patents (1976-2016). (1) Given the product [CH3:1][O:2][C:3]([C:5]1[CH:33]=[CH:32][C:8]2[N:9]=[C:10]([C:12]([CH2:13][CH3:14])([C:17]3[CH:22]=[CH:21][C:20]([OH:23])=[C:19]([CH3:31])[CH:18]=3)[CH2:15][CH3:16])[O:11][C:7]=2[CH:6]=1)=[O:4], predict the reactants needed to synthesize it. The reactants are: [CH3:1][O:2][C:3]([C:5]1[CH:33]=[CH:32][C:8]2[N:9]=[C:10]([C:12]([C:17]3[CH:22]=[CH:21][C:20]([O:23]CC4C=CC=CC=4)=[C:19]([CH3:31])[CH:18]=3)([CH2:15][CH3:16])[CH2:13][CH3:14])[O:11][C:7]=2[CH:6]=1)=[O:4]. (2) Given the product [CH3:1][C:2]1[CH:3]=[CH:4][C:5]([C:8]2[CH:9]=[C:10]([CH:15]=[C:16]([N:18]3[CH2:23][CH2:22][O:21][CH2:20][C:19]3=[O:24])[CH:17]=2)[C:11]([OH:13])=[O:12])=[N:6][CH:7]=1, predict the reactants needed to synthesize it. The reactants are: [CH3:1][C:2]1[CH:3]=[CH:4][C:5]([C:8]2[CH:9]=[C:10]([CH:15]=[C:16]([N:18]3[CH2:23][CH2:22][O:21][CH2:20][C:19]3=[O:24])[CH:17]=2)[C:11]([O:13]C)=[O:12])=[N:6][CH:7]=1.[OH-].[Li+]. (3) Given the product [NH2:7][C:8]([CH3:27])([CH3:26])[C@H:9]([NH:14][C:15](=[O:25])[C:16]1[CH:17]=[CH:18][C:19]([C:22]#[C:23][C:4]#[C:3][C@@H:2]([OH:5])[CH3:1])=[CH:20][CH:21]=1)[C:10]([O:12][CH3:13])=[O:11], predict the reactants needed to synthesize it. The reactants are: [CH3:1][C@H:2]([OH:5])[C:3]#[CH:4].Cl.[NH2:7][C:8]([CH3:27])([CH3:26])[C@H:9]([NH:14][C:15](=[O:25])[C:16]1[CH:21]=[CH:20][C:19]([C:22]#[C:23]Br)=[CH:18][CH:17]=1)[C:10]([O:12][CH3:13])=[O:11].CO. (4) Given the product [NH2:18][C:19]1[CH:24]=[CH:23][C:22]([CH:25]([C:10]2[CH:11]=[C:12]([CH3:17])[CH:13]=[C:14]([CH3:16])[CH:15]=2)[CH2:26][NH2:27])=[CH:21][CH:20]=1, predict the reactants needed to synthesize it. The reactants are: [O-]P([O-])([O-])=O.[K+].[K+].[K+].I[C:10]1[CH:11]=[C:12]([CH3:17])[CH:13]=[C:14]([CH3:16])[CH:15]=1.[NH2:18][C:19]1[CH:24]=[CH:23][C:22]([CH2:25][CH2:26][NH2:27])=[CH:21][CH:20]=1.C(O)CO.N. (5) Given the product [CH2:1]([O:3][C:4](=[O:10])[C:5]([CH3:9])([CH3:8])[CH2:6][O:7][CH3:11])[CH3:2], predict the reactants needed to synthesize it. The reactants are: [CH2:1]([O:3][C:4](=[O:10])[C:5]([CH3:9])([CH3:8])[CH2:6][OH:7])[CH3:2].[CH3:11]I.